From a dataset of Reaction yield outcomes from USPTO patents with 853,638 reactions. Predict the reaction yield, written as a fraction of the theoretical maximum amount of product (1.0 means a 100% yield; for example, 0.34 means a 34% yield). (1) The reactants are [C:1]([C:5]1[CH:10]=[CH:9][C:8]([CH:11]([CH2:22][C:23]2[CH:28]=[CH:27][C:26]([N+:29]([O-:31])=[O:30])=[CH:25][CH:24]=2)[C:12]([NH:14][C:15]2[CH:20]=[CH:19][C:18](I)=[CH:17][CH:16]=2)=[O:13])=[CH:7][CH:6]=1)([CH3:4])([CH3:3])[CH3:2].O.[O:33]1[C:37](B(O)O)=[CH:36][C:35]2[CH:41]=[CH:42][CH:43]=[CH:44][C:34]1=2.C(=O)([O-])[O-].[Na+].[Na+]. The catalyst is COCCOC.C(O)C.CC1C=CC=CC=1[P](C1C=CC=CC=1C)([Pd](Cl)(Cl)[P](C1=C(C)C=CC=C1)(C1C=CC=CC=1C)C1C=CC=CC=1C)C1C=CC=CC=1C. The product is [O:33]1[C:34]2=[CH:44][CH:43]=[CH:42][C:41]2=[CH:35][CH:36]=[C:37]1[C:20]1[CH:19]=[CH:18][CH:17]=[CH:16][C:15]=1[NH:14][C:12](=[O:13])[CH:11]([C:8]1[CH:9]=[CH:10][C:5]([C:1]([CH3:2])([CH3:3])[CH3:4])=[CH:6][CH:7]=1)[CH2:22][C:23]1[CH:24]=[CH:25][C:26]([N+:29]([O-:31])=[O:30])=[CH:27][CH:28]=1. The yield is 0.800. (2) The reactants are C(=O)([O-])[O-].[K+].[K+].[Cl:7][C:8]1[CH:16]=[CH:15][C:14]([OH:17])=[CH:13][C:9]=1[C:10]([NH2:12])=[O:11].CS(O[CH:23]1[CH2:28][CH2:27][N:26]([C:29]([O:31][C:32]([CH3:35])([CH3:34])[CH3:33])=[O:30])[CH2:25][CH2:24]1)(=O)=O. The product is [C:10]([C:9]1[CH:13]=[C:14]([CH:15]=[CH:16][C:8]=1[Cl:7])[O:17][CH:23]1[CH2:28][CH2:27][N:26]([C:29]([O:31][C:32]([CH3:35])([CH3:34])[CH3:33])=[O:30])[CH2:25][CH2:24]1)(=[O:11])[NH2:12]. The yield is 0.830. The catalyst is CN(C=O)C.